From a dataset of Full USPTO retrosynthesis dataset with 1.9M reactions from patents (1976-2016). Predict the reactants needed to synthesize the given product. (1) The reactants are: [Cl:1][C:2]1[C:3]([C:21]2[C:26]([CH3:27])=[CH:25][C:24]([CH3:28])=[CH:23][N:22]=2)=[CH:4][C:5]([N:8]2[CH2:13][CH2:12][N:11](C(OC(C)(C)C)=O)[CH2:10][CH2:9]2)=[N:6][CH:7]=1.C(O)(C(F)(F)F)=O.C(Cl)Cl.CO. Given the product [Cl:1][C:2]1[C:3]([C:21]2[C:26]([CH3:27])=[CH:25][C:24]([CH3:28])=[CH:23][N:22]=2)=[CH:4][C:5]([N:8]2[CH2:13][CH2:12][NH:11][CH2:10][CH2:9]2)=[N:6][CH:7]=1, predict the reactants needed to synthesize it. (2) Given the product [OH:24][CH:16]([CH2:17][C:18]1[CH:23]=[CH:22][CH:21]=[CH:20][CH:19]=1)/[CH:15]=[CH:14]/[C@@H:13]1[N:9]([CH2:8][CH2:7][CH2:6][CH2:5][CH2:4][CH2:3][C:1]2[NH:2][N:45]=[N:44][N:43]=2)[C:10](=[O:29])[NH:11][CH2:12]1, predict the reactants needed to synthesize it. The reactants are: [C:1]([CH2:3][CH2:4][CH2:5][CH2:6][CH2:7][CH2:8][N:9]1[C@@H:13](/[CH:14]=[CH:15]/[CH:16]([OH:24])[CH2:17][C:18]2[CH:23]=[CH:22][CH:21]=[CH:20][CH:19]=2)[CH2:12][N:11](C(OC)=O)[C:10]1=[O:29])#[N:2].C([Sn]([N:43]=[N+:44]=[N-:45])(CCCC)CCCC)CCC.[OH-].[K+].